Dataset: Full USPTO retrosynthesis dataset with 1.9M reactions from patents (1976-2016). Task: Predict the reactants needed to synthesize the given product. (1) Given the product [CH3:13][N:11]1[CH:12]=[C:8]([C:4]2[CH:5]=[CH:6][CH:7]=[C:2]([B:14]3[O:18][C:17]([CH3:20])([CH3:19])[C:16]([CH3:22])([CH3:21])[O:15]3)[CH:3]=2)[CH:9]=[N:10]1, predict the reactants needed to synthesize it. The reactants are: Br[C:2]1[CH:3]=[C:4]([C:8]2[CH:9]=[N:10][N:11]([CH3:13])[CH:12]=2)[CH:5]=[CH:6][CH:7]=1.[B:14]1([B:14]2[O:18][C:17]([CH3:20])([CH3:19])[C:16]([CH3:22])([CH3:21])[O:15]2)[O:18][C:17]([CH3:20])([CH3:19])[C:16]([CH3:22])([CH3:21])[O:15]1.CC([O-])=O.[K+].C(Cl)Cl. (2) Given the product [CH2:1]([N:8]([CH2:21][C:22]1[CH:23]=[CH:24][C:25]([O:26][C:27]2[CH:28]=[CH:29][C:30]([CH2:33][CH2:34][CH2:35][C:36]([N:46]3[CH2:47][CH2:48][CH2:49][C@H:45]3[C:44]([OH:43])=[O:50])=[O:37])=[CH:31][CH:32]=2)=[CH:39][CH:40]=1)[C:9]1[CH:14]=[CH:13][CH:12]=[C:11]([NH:15][S:16]([CH3:19])(=[O:17])=[O:18])[C:10]=1[CH3:20])[C:2]1[CH:3]=[CH:4][CH:5]=[CH:6][CH:7]=1, predict the reactants needed to synthesize it. The reactants are: [CH2:1]([N:8]([CH2:21][C:22]1[CH:40]=[CH:39][C:25]([O:26][C:27]2[CH:32]=[CH:31][C:30]([CH2:33][CH2:34][CH2:35][C:36](O)=[O:37])=[CH:29][CH:28]=2)=[CH:24][CH:23]=1)[C:9]1[CH:14]=[CH:13][CH:12]=[C:11]([NH:15][S:16]([CH3:19])(=[O:18])=[O:17])[C:10]=1[CH3:20])[C:2]1[CH:7]=[CH:6][CH:5]=[CH:4][CH:3]=1.Cl.C[O:43][C:44](=[O:50])[C@@H:45]1[CH2:49][CH2:48][CH2:47][NH:46]1. (3) Given the product [O:12]=[C:10]([N:29]1[CH2:28][CH2:27][CH2:26][CH2:24]1)[C@@H:9]([NH:8][C:6](=[O:7])[O:5][C:1]([CH3:2])([CH3:3])[CH3:4])[CH2:13][CH3:14], predict the reactants needed to synthesize it. The reactants are: [C:1]([O:5][C:6]([NH:8][C@@H:9]([CH2:13][CH3:14])[C:10]([OH:12])=O)=[O:7])([CH3:4])([CH3:3])[CH3:2].CN(C(ON1N=NC2[CH:26]=[CH:27][CH:28]=[N:29][C:24]1=2)=[N+](C)C)C.F[P-](F)(F)(F)(F)F.N1CCCC1.CCN(CC)CC. (4) Given the product [Br:1][C:2]1[CH:7]=[CH:6][C:5]([F:8])=[CH:4][C:3]=1[CH2:12][C@H:13]([OH:14])[CH3:16], predict the reactants needed to synthesize it. The reactants are: [Br:1][C:2]1[CH:7]=[CH:6][C:5]([F:8])=[CH:4][C:3]=1I.N#N.[CH3:12][CH2:13][OH:14].[Li][CH:16](CC)C.C1CCCCC1.B(F)(F)F.C(OCC)C. (5) Given the product [CH3:23][N:27]([CH3:26])[C:2]1[C:7](=[O:8])[N:6]([CH3:9])[CH:5]=[C:4]([C:10]2[CH:11]=[CH:12][C:13]([O:21][CH3:22])=[C:14]([NH:16][S:17]([CH3:20])(=[O:19])=[O:18])[CH:15]=2)[CH:3]=1, predict the reactants needed to synthesize it. The reactants are: N[C:2]1[C:7](=[O:8])[N:6]([CH3:9])[CH:5]=[C:4]([C:10]2[CH:11]=[CH:12][C:13]([O:21][CH3:22])=[C:14]([NH:16][S:17]([CH3:20])(=[O:19])=[O:18])[CH:15]=2)[CH:3]=1.[CH2:23]=O.[BH3-][C:26]#[N:27].[Na+]. (6) Given the product [F:27][C:23]1[CH:22]=[C:21]2[C:26](=[CH:25][CH:24]=1)[N:18]([NH:17][C:14]([C:10]1[C:11]([CH3:13])=[N:12][C:7]([C:2]3[CH:3]=[CH:4][CH:5]=[CH:6][N:1]=3)=[N:8][CH:9]=1)=[O:16])[CH:19]=[C:20]2[CH2:28][CH2:29][C:30]([OH:32])([CH3:31])[CH3:33], predict the reactants needed to synthesize it. The reactants are: [N:1]1[CH:6]=[CH:5][CH:4]=[CH:3][C:2]=1[C:7]1[N:12]=[C:11]([CH3:13])[C:10]([C:14]([OH:16])=O)=[CH:9][N:8]=1.[NH2:17][N:18]1[C:26]2[C:21](=[CH:22][C:23]([F:27])=[CH:24][CH:25]=2)[C:20]([CH2:28][CH2:29][C:30]([CH3:33])([OH:32])[CH3:31])=[CH:19]1.C[N+]1(C2N=C(OC)N=C(OC)N=2)CCOCC1.[Cl-]. (7) Given the product [CH3:27][O:26][C:24]([C:21]1[CH:22]=[N:23][C:18]([O:16][C:13]2[CH:14]=[CH:15][C:8]3[CH2:7][CH2:6][N:5]([CH:1]4[CH2:4][CH2:3][CH2:2]4)[CH2:11][CH2:10][C:9]=3[CH:12]=2)=[CH:19][CH:20]=1)=[O:25], predict the reactants needed to synthesize it. The reactants are: [CH:1]1([N:5]2[CH2:11][CH2:10][C:9]3[CH:12]=[C:13]([OH:16])[CH:14]=[CH:15][C:8]=3[CH2:7][CH2:6]2)[CH2:4][CH2:3][CH2:2]1.Cl[C:18]1[N:23]=[CH:22][C:21]([C:24]([O:26][CH3:27])=[O:25])=[CH:20][CH:19]=1.COC(C1C=NC(OC2C=CC3CCN(C4CCC4)CCC=3C=2)=CN=1)=O.